Dataset: Full USPTO retrosynthesis dataset with 1.9M reactions from patents (1976-2016). Task: Predict the reactants needed to synthesize the given product. (1) Given the product [Cl:1][C:2]1[CH:3]=[C:4]([CH2:14][CH2:15][C:16](=[O:17])[C:18]2[S:19][C:20]([CH3:29])=[C:21]3[CH2:26][C:25]([CH3:27])([CH3:28])[CH2:24][CH2:23][C:22]=23)[CH:5]=[C:6]([O:12][CH3:13])[C:7]=1[O:8][CH2:9][CH2:10][O:11][S:40]([CH3:39])(=[O:42])=[O:41], predict the reactants needed to synthesize it. The reactants are: [Cl:1][C:2]1[CH:3]=[C:4]([CH2:14][CH2:15][C:16]([C:18]2[S:19][C:20]([CH3:29])=[C:21]3[CH2:26][C:25]([CH3:28])([CH3:27])[CH2:24][CH2:23][C:22]=23)=[O:17])[CH:5]=[C:6]([O:12][CH3:13])[C:7]=1[O:8][CH2:9][CH2:10][OH:11].CCN(C(C)C)C(C)C.[CH3:39][S:40](Cl)(=[O:42])=[O:41]. (2) The reactants are: Cl.[NH2:2][C:3]1[N:11]=[CH:10][N:9]=[C:8]2[C:4]=1[N:5]=[CH:6][N:7]2[C:12]1[CH:17]=[CH:16][C:15]([NH:18][C:19]([NH:21][C:22]2[CH:27]=[CH:26][C:25]([Cl:28])=[C:24]([C:29]([F:32])([F:31])[F:30])[CH:23]=2)=[O:20])=[CH:14][CH:13]=1.Cl[C:34]([O:36][CH2:37][CH2:38][O:39][CH3:40])=[O:35]. Given the product [CH3:40][O:39][CH2:38][CH2:37][O:36][C:34](=[O:35])[NH:2][C:3]1[N:11]=[CH:10][N:9]=[C:8]2[C:4]=1[N:5]=[CH:6][N:7]2[C:12]1[CH:13]=[CH:14][C:15]([NH:18][C:19]([NH:21][C:22]2[CH:27]=[CH:26][C:25]([Cl:28])=[C:24]([C:29]([F:31])([F:32])[F:30])[CH:23]=2)=[O:20])=[CH:16][CH:17]=1, predict the reactants needed to synthesize it. (3) Given the product [O:20]1[C:15]2[CH:16]=[CH:17][CH:18]=[CH:19][C:14]=2[N:13]=[CH:7]1, predict the reactants needed to synthesize it. The reactants are: [H+].[B-](F)(F)(F)F.[C:7]1([NH:13][C:14]2[CH:19]=[CH:18][CH:17]=[CH:16][C:15]=2[OH:20])C=CC=CC=1. (4) Given the product [NH2:1][C:2]1[C:11]([C:12]([NH:14][C:15]2[CH:16]=[N:17][CH:18]=[CH:19][C:20]=2[CH:21]2[CH2:26][CH2:25][NH:24][CH2:23][CH2:22]2)=[O:13])=[C:5]2[N:6]=[CH:7][C:8]([F:10])=[CH:9][N:4]2[N:3]=1, predict the reactants needed to synthesize it. The reactants are: [NH2:1][C:2]1[C:11]([C:12]([NH:14][C:15]2[CH:16]=[N:17][CH:18]=[CH:19][C:20]=2[CH:21]2[CH2:26][CH2:25][N:24](C(OC(C)(C)C)=O)[CH2:23][CH2:22]2)=[O:13])=[C:5]2[N:6]=[CH:7][C:8]([F:10])=[CH:9][N:4]2[N:3]=1.C(Cl)Cl.C(O)(C(F)(F)F)=O. (5) Given the product [OH:8][C:9]1[CH:10]=[CH:11][C:12]([N:15]([CH3:73])[C:16]([C:18]2[CH:19]=[C:20]([C:25]3[CH:26]=[C:27]4[C:32](=[CH:33][C:34]=3[C:35]([N:37]3[C@H:46]([CH2:47][N:48]5[CH2:49][CH2:50][O:51][CH2:52][CH2:53]5)[CH2:45][C:44]5[C:39](=[CH:40][CH:41]=[CH:42][CH:43]=5)[CH2:38]3)=[O:36])[CH2:31][N:30]([C:54]([O:56][C:57]3[CH:58]=[C:59]([CH:60]=[CH:61][CH:62]=3)[C:63]([OH:65])=[O:64])=[O:55])[CH2:29][CH2:28]4)[N:21]([CH3:24])[C:22]=2[CH3:23])=[O:17])=[CH:13][CH:14]=1, predict the reactants needed to synthesize it. The reactants are: C([O:8][C:9]1[CH:14]=[CH:13][C:12]([N:15]([CH3:73])[C:16]([C:18]2[CH:19]=[C:20]([C:25]3[CH:26]=[C:27]4[C:32](=[CH:33][C:34]=3[C:35]([N:37]3[C@H:46]([CH2:47][N:48]5[CH2:53][CH2:52][O:51][CH2:50][CH2:49]5)[CH2:45][C:44]5[C:39](=[CH:40][CH:41]=[CH:42][CH:43]=5)[CH2:38]3)=[O:36])[CH2:31][N:30]([C:54]([O:56][C:57]3[CH:62]=[CH:61][CH:60]=[C:59]([C:63]([O:65]CC5C=CC=CC=5)=[O:64])[CH:58]=3)=[O:55])[CH2:29][CH2:28]4)[N:21]([CH3:24])[C:22]=2[CH3:23])=[O:17])=[CH:11][CH:10]=1)C1C=CC=CC=1. (6) The reactants are: [Cl:1][C:2]1[CH:3]=[C:4]([C@@H:8]2[C@@H:13]([C:14]3[CH:19]=[CH:18][C:17]([Cl:20])=[CH:16][CH:15]=3)[N:12]([C@@H:21]([CH2:24][CH3:25])[CH:22]=O)[C:11](=[O:26])[C@:10]([CH2:28][C:29]([O:31][CH3:32])=[O:30])([CH3:27])[CH2:9]2)[CH:5]=[CH:6][CH:7]=1.[C:33]([O-])(O)=O.[Na+].CCOC(C)=O. Given the product [Cl:1][C:2]1[CH:3]=[C:4]([C@@H:8]2[C@@H:13]([C:14]3[CH:15]=[CH:16][C:17]([Cl:20])=[CH:18][CH:19]=3)[N:12]([C@@H:21]([CH2:22][CH3:33])[CH:24]=[CH2:25])[C:11](=[O:26])[C@:10]([CH2:28][C:29]([O:31][CH3:32])=[O:30])([CH3:27])[CH2:9]2)[CH:5]=[CH:6][CH:7]=1, predict the reactants needed to synthesize it.